This data is from Catalyst prediction with 721,799 reactions and 888 catalyst types from USPTO. The task is: Predict which catalyst facilitates the given reaction. (1) Reactant: [C:1]([O:5][C:6]([N:8]([C:21]1[N:26]2[N:27]=[CH:28][CH:29]=[C:25]2[C:24]([C:30]#[N:31])=[C:23](O)[CH:22]=1)[C:9]1[CH:14]=[CH:13][C:12]([C:15]2[CH:20]=[CH:19][CH:18]=[CH:17][CH:16]=2)=[CH:11][CH:10]=1)=[O:7])([CH3:4])([CH3:3])[CH3:2].C(N(CC)CC)C.F[P-](F)(F)(F)(F)F.N1(O[P+](N2CCCC2)(N2CCCC2)N2CCCC2)C2C=CC=CC=2N=N1.[NH2:73][C@H:74]1[CH2:79][CH2:78][C@H:77]([NH2:80])[CH2:76][CH2:75]1. Product: [NH2:73][C@H:74]1[CH2:79][CH2:78][C@H:77]([NH:80][C:23]2[CH:22]=[C:21]([N:8]([C:9]3[CH:14]=[CH:13][C:12]([C:15]4[CH:16]=[CH:17][CH:18]=[CH:19][CH:20]=4)=[CH:11][CH:10]=3)[C:6]([O:5][C:1]([CH3:3])([CH3:4])[CH3:2])=[O:7])[N:26]3[N:27]=[CH:28][CH:29]=[C:25]3[C:24]=2[C:30]#[N:31])[CH2:76][CH2:75]1. The catalyst class is: 155. (2) Reactant: [F:1][C:2]1([F:26])[O:6][C:5]2[CH:7]=[CH:8][C:9]([C:11]3[CH:16]=[CH:15][C:14]([NH:17]C(=O)OC(C)(C)C)=[C:13]([F:25])[CH:12]=3)=[CH:10][C:4]=2[O:3]1.FC(F)(F)C(O)=O.ClCCl.B1([O-])OO1.[OH2:41].[OH2:42].O.O.[Na+]. Product: [F:1][C:2]1([F:26])[O:6][C:5]2[CH:7]=[CH:8][C:9]([C:11]3[CH:16]=[CH:15][C:14]([N+:17]([O-:42])=[O:41])=[C:13]([F:25])[CH:12]=3)=[CH:10][C:4]=2[O:3]1. The catalyst class is: 15. (3) Reactant: [OH:1][C:2]1[C:7]([N+:8]([O-])=O)=[CH:6][CH:5]=[CH:4][C:3]=1[C:11]1[CH:16]=[CH:15][CH:14]=[C:13]([C:17]([OH:19])=[O:18])[CH:12]=1. Product: [NH2:8][C:7]1[C:2]([OH:1])=[C:3]([C:11]2[CH:16]=[CH:15][CH:14]=[C:13]([C:17]([OH:19])=[O:18])[CH:12]=2)[CH:4]=[CH:5][CH:6]=1. The catalyst class is: 19. (4) Reactant: [Br:1][C:2]1[C:3](=[O:29])[N:4]([C:20]2[CH:21]=[C:22]([CH:26]=[CH:27][CH:28]=2)[C:23](O)=[O:24])[C:5]([CH2:18][OH:19])=[CH:6][C:7]=1[O:8][CH2:9][C:10]1[CH:15]=[CH:14][C:13]([F:16])=[CH:12][C:11]=1[F:17].ClC1N=C(OC)N=C(OC)[N:32]=1.CN1CCOCC1.[NH4+].[OH-]. Product: [Br:1][C:2]1[C:3](=[O:29])[N:4]([C:20]2[CH:21]=[C:22]([CH:26]=[CH:27][CH:28]=2)[C:23]([NH2:32])=[O:24])[C:5]([CH2:18][OH:19])=[CH:6][C:7]=1[O:8][CH2:9][C:10]1[CH:15]=[CH:14][C:13]([F:16])=[CH:12][C:11]=1[F:17]. The catalyst class is: 30. (5) Reactant: [Cl:1][C:2]1[CH:3]=[CH:4][C:5]2[N:11]3[CH:12]=[CH:13][CH:14]=[C:10]3[CH:9]([CH2:15][C:16](O)=[O:17])[O:8][CH:7]([C:19]3[CH:24]=[CH:23][CH:22]=[C:21]([O:25][CH3:26])[C:20]=3[O:27][CH3:28])[C:6]=2[CH:29]=1.[NH:30]1[CH2:35][CH2:34][CH:33]([CH2:36][C:37]([O:39][CH2:40][CH3:41])=[O:38])[CH2:32][CH2:31]1.Cl.C(N=C=NCCCN(C)C)C.ON1C2C=CC=CC=2N=N1. Product: [Cl:1][C:2]1[CH:3]=[CH:4][C:5]2[N:11]3[CH:12]=[CH:13][CH:14]=[C:10]3[CH:9]([CH2:15][C:16]([N:30]3[CH2:35][CH2:34][CH:33]([CH2:36][C:37]([O:39][CH2:40][CH3:41])=[O:38])[CH2:32][CH2:31]3)=[O:17])[O:8][CH:7]([C:19]3[CH:24]=[CH:23][CH:22]=[C:21]([O:25][CH3:26])[C:20]=3[O:27][CH3:28])[C:6]=2[CH:29]=1. The catalyst class is: 366. (6) Reactant: [CH2:1]([O:8][C:9](=[O:21])[NH:10][C:11]1[CH:16]=[CH:15][C:14]([F:17])=[C:13]([CH:18]=[O:19])[C:12]=1[F:20])[C:2]1[CH:7]=[CH:6][CH:5]=[CH:4][CH:3]=1.[NH:22]1[C:26]2=[N:27][CH:28]=[C:29]([C:31]#[N:32])[CH:30]=[C:25]2[CH:24]=[CH:23]1.CO.[OH-].[K+]. Product: [CH2:1]([O:8][C:9](=[O:21])[NH:10][C:11]1[CH:16]=[CH:15][C:14]([F:17])=[C:13]([CH:18]([C:24]2[C:25]3[C:26](=[N:27][CH:28]=[C:29]([C:31]#[N:32])[CH:30]=3)[NH:22][CH:23]=2)[OH:19])[C:12]=1[F:20])[C:2]1[CH:7]=[CH:6][CH:5]=[CH:4][CH:3]=1. The catalyst class is: 6. (7) Reactant: Br[C:2]1[CH:7]=[CH:6][C:5]([Cl:8])=[C:4]([C:9]([F:12])([F:11])[F:10])[CH:3]=1.[C:13]([O:17][C:18]([CH3:21])([CH3:20])[CH3:19])(=[O:16])[CH:14]=[CH2:15].CC1C=CC=CC=1P(C1C=CC=CC=1C)C1C=CC=CC=1C.CCN(CC)CC. Product: [Cl:8][C:5]1[CH:6]=[CH:7][C:2](/[CH:15]=[CH:14]/[C:13]([O:17][C:18]([CH3:21])([CH3:20])[CH3:19])=[O:16])=[CH:3][C:4]=1[C:9]([F:12])([F:11])[F:10]. The catalyst class is: 416. (8) Reactant: C1([O:7][C:8](=O)[NH2:9])C=CC=CC=1.[F:11][C:12]([F:23])([F:22])[O:13][C:14]1[CH:21]=[CH:20][C:17]([CH2:18][NH2:19])=[CH:16][CH:15]=1.C(OC(=O)C)C.O. Product: [F:11][C:12]([F:22])([F:23])[O:13][C:14]1[CH:21]=[CH:20][C:17]([CH2:18][NH:19][C:8]([NH2:9])=[O:7])=[CH:16][CH:15]=1. The catalyst class is: 16. (9) Reactant: [Br:1][C:2]1[CH:7]=[CH:6][CH:5]=[CH:4][C:3]=1[NH:8][CH:9]=[C:10]1[C:15](=[O:16])OC(C)(C)OC1=O.CCCCCC. Product: [Br:1][C:2]1[CH:7]=[CH:6][CH:5]=[C:4]2[C:3]=1[NH:8][CH:9]=[CH:10][C:15]2=[O:16]. The catalyst class is: 736.